Dataset: Full USPTO retrosynthesis dataset with 1.9M reactions from patents (1976-2016). Task: Predict the reactants needed to synthesize the given product. (1) Given the product [F:24][C:21]([F:22])([F:23])[C:18]1[N:19]=[CH:20][C:15]([C:11]2[CH:10]=[C:9]([CH2:8][NH2:7])[CH:14]=[CH:13][N:12]=2)=[CH:16][N:17]=1, predict the reactants needed to synthesize it. The reactants are: C(OC(=O)[NH:7][CH2:8][C:9]1[CH:14]=[CH:13][N:12]=[C:11]([C:15]2[CH:16]=[N:17][C:18]([C:21]([F:24])([F:23])[F:22])=[N:19][CH:20]=2)[CH:10]=1)(C)(C)C.C(O)(C(F)(F)F)=O. (2) Given the product [Cl:12][C:13]1[CH:18]=[CH:17][C:16]([C:2]2[C:7]([O:11][CH2:9][CH:4]([CH3:5])[CH3:3])=[N:6][CH:5]=[C:4]([CH:3]=2)[C:9]([NH:23][C@@H:24]2[CH2:29][CH2:28][CH2:27][CH2:26][C@H:25]2[OH:30])=[O:11])=[CH:15][CH:14]=1, predict the reactants needed to synthesize it. The reactants are: Br[C:2]1[CH:3]=[C:4]([C:9]([OH:11])=O)[CH:5]=[N:6][C:7]=1Cl.[Cl:12][C:13]1[CH:18]=[CH:17][C:16](B(O)O)=[CH:15][CH:14]=1.Cl.[NH2:23][C@@H:24]1[CH2:29][CH2:28][CH2:27][CH2:26][C@H:25]1[OH:30].